Dataset: Forward reaction prediction with 1.9M reactions from USPTO patents (1976-2016). Task: Predict the product of the given reaction. (1) Given the reactants [NH2:1][CH2:2][CH2:3][CH2:4][C@@H:5]([CH2:9][C:10]1[N:11]=[CH:12][N:13]2[C:22]3[C:17](=[CH:18][CH:19]=[CH:20][CH:21]=3)[CH2:16][CH2:15][C:14]=12)[C:6]([OH:8])=[O:7].[CH3:23][CH:24]([CH3:44])[CH2:25][C:26]([O:28][CH:29]([O:31][C:32](OC1C=CC([N+]([O-])=O)=CC=1)=[O:33])[CH3:30])=[O:27].O, predict the reaction product. The product is: [CH:12]1[N:13]2[C:22]3[C:17]([CH2:16][CH2:15][C:14]2=[C:10]([CH2:9][C@H:5]([CH2:4][CH2:3][CH2:2][NH:1][C:32]([O:31][CH:29]([O:28][C:26](=[O:27])[CH2:25][CH:24]([CH3:44])[CH3:23])[CH3:30])=[O:33])[C:6]([OH:8])=[O:7])[N:11]=1)=[CH:18][CH:19]=[CH:20][CH:21]=3. (2) Given the reactants [CH2:1]([CH:8]1[C:17]2[C:12](=[CH:13][CH:14]=[C:15]([C:18]#[N:19])[CH:16]=2)[CH2:11][CH2:10][CH:9]1[NH:20]C(=O)OC(C)(C)C)[C:2]1[CH:7]=[CH:6][CH:5]=[CH:4][CH:3]=1.Cl, predict the reaction product. The product is: [NH2:20][CH:9]1[CH:8]([CH2:1][C:2]2[CH:3]=[CH:4][CH:5]=[CH:6][CH:7]=2)[C:17]2[CH:16]=[C:15]([C:18]#[N:19])[CH:14]=[CH:13][C:12]=2[CH2:11][CH2:10]1. (3) Given the reactants [F:1][C:2]1[CH:7]=[CH:6][CH:5]=[CH:4][C:3]=1[C:8]1[NH:16][C:15]2[CH:14]=[CH:13][N:12]=[CH:11][C:10]=2[CH:9]=1.[OH-:17].[Na+].[F:19][C:20]([F:31])([F:30])[O:21][C:22]1[CH:29]=[CH:28][C:25]([CH2:26]Cl)=[CH:24][CH:23]=1.CN([CH:35]=[O:36])C, predict the reaction product. The product is: [F:31][C:20]([F:19])([F:30])[C:35]([O-:36])=[O:17].[F:1][C:2]1[CH:7]=[CH:6][CH:5]=[CH:4][C:3]=1[C:8]1[NH+:16]=[C:15]2[C:10](=[CH:11][N:12]([CH2:26][C:25]3[CH:28]=[CH:29][C:22]([O:21][C:20]([F:19])([F:30])[F:31])=[CH:23][CH:24]=3)[CH:13]=[CH:14]2)[CH:9]=1. (4) Given the reactants [CH2:1]([C:3]1[N:4]([C:28]2[CH:33]=[CH:32][C:31]([O:34][C:35]3([CH2:39][OH:40])[CH2:38][CH2:37][CH2:36]3)=[CH:30][CH:29]=2)[C:5](=[O:27])[C:6]([CH2:12][C:13]2[CH:18]=[CH:17][C:16]([C:19]3[C:20]([C:25]#[N:26])=[CH:21][CH:22]=[CH:23][CH:24]=3)=[CH:15][CH:14]=2)=[C:7]([CH2:9][CH2:10][CH3:11])[N:8]=1)[CH3:2].[N:41]1C(C)=CC=CC=1C.FC(F)(F)S(O[Si](C(C)(C)C)(C)C)(=O)=O.[C:64]([O:67]CC)(=[O:66])C, predict the reaction product. The product is: [CH2:1]([C:3]1[N:4]([C:28]2[CH:33]=[CH:32][C:31]([O:34][C:35]3([CH2:39][OH:40])[CH2:36][CH2:37][CH2:38]3)=[CH:30][CH:29]=2)[C:5](=[O:27])[C:6]([CH2:12][C:13]2[CH:14]=[CH:15][C:16]([C:19]3[CH:24]=[CH:23][CH:22]=[CH:21][C:20]=3[C:25]3[NH:41][C:64](=[O:66])[O:67][N:26]=3)=[CH:17][CH:18]=2)=[C:7]([CH2:9][CH2:10][CH3:11])[N:8]=1)[CH3:2]. (5) Given the reactants [OH:1][C:2]1[CH:7]=[CH:6][CH:5]=[C:4]([OH:8])[C:3]=1[NH:9][C:10](=[O:17])[C:11]1[CH:16]=[CH:15][CH:14]=[CH:13][CH:12]=1.[C:18](O)([CH3:21])([CH3:20])[CH3:19], predict the reaction product. The product is: [C:18]([C:7]1[C:2]([OH:1])=[C:3]([NH:9][C:10](=[O:17])[C:11]2[CH:12]=[CH:13][CH:14]=[CH:15][CH:16]=2)[C:4]([OH:8])=[C:5]([C:11]([CH3:16])([CH3:12])[CH3:10])[CH:6]=1)([CH3:21])([CH3:20])[CH3:19]. (6) Given the reactants [NH2:1][C:2]1[CH:3]=[C:4]2[C:8](=[CH:9][CH:10]=1)[N:7]([C:11]1[CH:16]=[CH:15][C:14]([NH2:17])=[CH:13][CH:12]=1)[N:6]=[CH:5]2.[O:18]1[CH2:23][CH2:22][N:21]([C:24]2[CH:32]=[CH:31][C:27]([C:28]([O-:30])=O)=[CH:26][CH:25]=2)[CH2:20][CH2:19]1, predict the reaction product. The product is: [C:28]([NH:17][C:14]1[CH:15]=[CH:16][C:11]([N:7]2[C:8]3[C:4](=[CH:3][C:2]([NH:1][C:28](=[O:30])[C:27]4[CH:26]=[CH:25][C:24]([N:21]5[CH2:20][CH2:19][O:18][CH2:23][CH2:22]5)=[CH:32][CH:31]=4)=[CH:10][CH:9]=3)[CH:5]=[N:6]2)=[CH:12][CH:13]=1)(=[O:30])[CH:27]=[CH2:26]. (7) Given the reactants [C:1]([N:4]1[CH2:9][CH2:8][C:7](=O)[CH2:6][CH:5]1[C:11]1[CH:16]=[CH:15][CH:14]=[CH:13][CH:12]=1)(=[O:3])[CH3:2].[NH:17]1[CH2:21][CH2:20][CH2:19][CH2:18]1.CC1C=CC(S(O)(=O)=O)=CC=1, predict the reaction product. The product is: [C:11]1([CH:5]2[CH:6]=[C:7]([N:17]3[CH2:21][CH2:20][CH2:19][CH2:18]3)[CH2:8][CH2:9][N:4]2[C:1](=[O:3])[CH3:2])[CH:16]=[CH:15][CH:14]=[CH:13][CH:12]=1.